From a dataset of Full USPTO retrosynthesis dataset with 1.9M reactions from patents (1976-2016). Predict the reactants needed to synthesize the given product. Given the product [OH:19][CH2:18][C@@H:14]1[CH2:15][CH2:16][CH2:17][N:13]1[CH:8]=[O:9], predict the reactants needed to synthesize it. The reactants are: FC(F)C1C([C:8](Cl)=[O:9])=CN(C)N=1.[NH:13]1[CH2:17][CH2:16][CH2:15][C@H:14]1[CH2:18][OH:19].C(N(CC)CC)C.